From a dataset of Catalyst prediction with 721,799 reactions and 888 catalyst types from USPTO. Predict which catalyst facilitates the given reaction. (1) Reactant: [N:1]1[CH:6]=[CH:5][CH:4]=[CH:3][C:2]=1[CH2:7][OH:8].[H-].[Na+].Cl[C:12]1[CH:17]=[CH:16][C:15]([N+:18]([O-:20])=[O:19])=[CH:14][N:13]=1.O. Product: [N+:18]([C:15]1[CH:16]=[CH:17][C:12]([O:8][CH2:7][C:2]2[CH:3]=[CH:4][CH:5]=[CH:6][N:1]=2)=[N:13][CH:14]=1)([O-:20])=[O:19]. The catalyst class is: 9. (2) Reactant: Cl[C:2]1[C:3]2[CH:20]=[CH:19][N:18]([CH2:21][CH2:22][S:23]([CH3:26])(=[O:25])=[O:24])[C:4]=2[N:5]=[C:6]([S:8]([C:11]2[CH:16]=[CH:15][C:14]([F:17])=[CH:13][CH:12]=2)(=[O:10])=[O:9])[N:7]=1.[NH2:27][C:28]1[CH:32]=[CH:31][NH:30][N:29]=1.[I-].[Na+].CCN(C(C)C)C(C)C. Product: [F:17][C:14]1[CH:15]=[CH:16][C:11]([S:8]([C:6]2[N:7]=[C:2]([NH:27][C:28]3[CH:32]=[CH:31][NH:30][N:29]=3)[C:3]3[CH:20]=[CH:19][N:18]([CH2:21][CH2:22][S:23]([CH3:26])(=[O:25])=[O:24])[C:4]=3[N:5]=2)(=[O:10])=[O:9])=[CH:12][CH:13]=1. The catalyst class is: 3. (3) Reactant: [H-].[Na+].[C:3]1([C:9]2[CH:10]=[C:11]([C:18]([O:20][CH3:21])=[O:19])[C:12]3[CH:13]=[N:14][NH:15][C:16]=3[CH:17]=2)[CH:8]=[CH:7][CH:6]=[CH:5][CH:4]=1.CC1C=CC(S(O[CH:33]2[CH2:38][CH2:37][N:36]([C:39]([O:41][C:42]([CH3:45])([CH3:44])[CH3:43])=[O:40])[CH2:35][CH2:34]2)(=O)=O)=CC=1. Product: [CH3:45][C:42]([O:41][C:39]([N:36]1[CH2:37][CH2:38][CH:33]([N:15]2[C:16]3[CH:17]=[C:9]([C:3]4[CH:8]=[CH:7][CH:6]=[CH:5][CH:4]=4)[CH:10]=[C:11]([C:18]([O:20][CH3:21])=[O:19])[C:12]=3[CH:13]=[N:14]2)[CH2:34][CH2:35]1)=[O:40])([CH3:43])[CH3:44]. The catalyst class is: 9. (4) The catalyst class is: 6. Reactant: CO.[OH:3][C@H:4]1[CH2:9][CH2:8][CH2:7][CH2:6][C@@H:5]1[NH:10][C:11]([C@@H:13]1[C@@H:15]([CH2:16][CH2:17][CH2:18][CH3:19])[O:14]1)=[O:12].[N-:20]=[N+:21]=[N-:22].[Na+].S([O-])([O-])(=O)=O.[Mg+2]. Product: [OH:3][C@H:4]1[CH2:9][CH2:8][CH2:7][CH2:6][C@@H:5]1[NH:10][C:11](=[O:12])[C@@H:13]([OH:14])[C@@H:15]([N:20]=[N+:21]=[N-:22])[CH2:16][CH2:17][CH2:18][CH3:19]. (5) Reactant: [CH3:1][C:2](=[CH:8][C:9]1[CH:14]=[CH:13][C:12]([CH3:15])=[CH:11][CH:10]=1)[C:3](OCC)=[O:4]. Product: [CH3:1][C:2](=[CH:8][C:9]1[CH:10]=[CH:11][C:12]([CH3:15])=[CH:13][CH:14]=1)[CH2:3][OH:4]. The catalyst class is: 11. (6) Reactant: [CH3:1][C:2]1[C:7]([C:8]2[S:9][C:10]3[CH:16]=[C:15]([CH2:17][C:18]([OH:20])=O)[CH:14]=[CH:13][C:11]=3[N:12]=2)=[CH:6][CH:5]=[CH:4][N:3]=1.[Cl:21][C:22]1[CH:27]=[CH:26][C:25]([CH:28]([C:30]2[CH:35]=[CH:34][CH:33]=[CH:32][CH:31]=2)[NH2:29])=[C:24]([CH3:36])[CH:23]=1.CCN(C(C)C)C(C)C.C(P1(=O)OP(CCC)(=O)OP(CCC)(=O)O1)CC.CCOC(C)=O. Product: [Cl:21][C:22]1[CH:27]=[CH:26][C:25]([CH:28]([C:30]2[CH:31]=[CH:32][CH:33]=[CH:34][CH:35]=2)[NH:29][C:18](=[O:20])[CH2:17][C:15]2[CH:14]=[CH:13][C:11]3[N:12]=[C:8]([C:7]4[C:2]([CH3:1])=[N:3][CH:4]=[CH:5][CH:6]=4)[S:9][C:10]=3[CH:16]=2)=[C:24]([CH3:36])[CH:23]=1. The catalyst class is: 168. (7) Reactant: [F:1][C:2]1[CH:8]=[CH:7][C:5]([NH2:6])=[CH:4][CH:3]=1.[C:9]([O:13][C:14](=O)[O:15]C(C)(C)C)([CH3:12])([CH3:11])[CH3:10]. Product: [C:9]([O:13][C:14](=[O:15])[NH:6][C:5]1[CH:7]=[CH:8][C:2]([F:1])=[CH:3][CH:4]=1)([CH3:12])([CH3:11])[CH3:10]. The catalyst class is: 11.